Dataset: CYP1A2 inhibition data for predicting drug metabolism from PubChem BioAssay. Task: Regression/Classification. Given a drug SMILES string, predict its absorption, distribution, metabolism, or excretion properties. Task type varies by dataset: regression for continuous measurements (e.g., permeability, clearance, half-life) or binary classification for categorical outcomes (e.g., BBB penetration, CYP inhibition). Dataset: cyp1a2_veith. (1) The drug is CCS(=O)(=O)N1CCC(C(=O)NCC2CCCO2)CC1. The result is 0 (non-inhibitor). (2) The compound is O=C(c1cnccn1)N1CCC2(CC1)CCN(c1ccccn1)CC2. The result is 0 (non-inhibitor). (3) The molecule is Nc1n[nH]c2ccccc12. The result is 0 (non-inhibitor).